This data is from Forward reaction prediction with 1.9M reactions from USPTO patents (1976-2016). The task is: Predict the product of the given reaction. Given the reactants [C:1]([O:5][C:6]([N:8]1[CH2:16][C@@H:15]2[C@@H:10]([CH2:11][CH2:12][C@H:13]([O:24][C:25](=O)[C:26]3[CH:31]=[C:30]([C:32]([F:35])([F:34])[F:33])[CH:29]=[C:28]([C:36]([F:39])([F:38])[F:37])[CH:27]=3)[C@H:14]2[C:17]2[CH:22]=[CH:21][C:20]([F:23])=[CH:19][CH:18]=2)[CH2:9]1)=[O:7])([CH3:4])([CH3:3])[CH3:2].[CH2:41]1COCC1, predict the reaction product. The product is: [C:1]([O:5][C:6]([N:8]1[CH2:16][C@@H:15]2[C@@H:10]([CH2:11][CH2:12][C@H:13]([O:24][C:25]([C:26]3[CH:27]=[C:28]([C:36]([F:37])([F:38])[F:39])[CH:29]=[C:30]([C:32]([F:33])([F:34])[F:35])[CH:31]=3)=[CH2:41])[C@H:14]2[C:17]2[CH:22]=[CH:21][C:20]([F:23])=[CH:19][CH:18]=2)[CH2:9]1)=[O:7])([CH3:3])([CH3:4])[CH3:2].